Dataset: Reaction yield outcomes from USPTO patents with 853,638 reactions. Task: Predict the reaction yield, written as a fraction of the theoretical maximum amount of product (1.0 means a 100% yield; for example, 0.34 means a 34% yield). (1) The catalyst is C(OCC)(=O)C.CO.CN(C)C=O. The reactants are [CH2:1]([C:5]1[N:6]=[C:7]([CH3:27])[NH:8][C:9](=[O:26])[C:10]=1[CH2:11][C:12]1[CH:17]=[CH:16][C:15]([C:18]2[C:19]([C:24]#[N:25])=[CH:20][CH:21]=[CH:22][CH:23]=2)=[CH:14][CH:13]=1)[CH2:2][CH2:3][CH3:4].[H-].[Na+].Br[CH2:31][C:32](=[O:37])[C:33]([CH3:36])([CH3:35])[CH3:34].[BH4-].[Na+]. The product is [CH2:1]([C:5]1[N:6]=[C:7]([CH3:27])[N:8]([CH2:31][CH:32]([OH:37])[C:33]([CH3:36])([CH3:35])[CH3:34])[C:9](=[O:26])[C:10]=1[CH2:11][C:12]1[CH:17]=[CH:16][C:15]([C:18]2[C:19]([C:24]#[N:25])=[CH:20][CH:21]=[CH:22][CH:23]=2)=[CH:14][CH:13]=1)[CH2:2][CH2:3][CH3:4]. The yield is 0.160. (2) The reactants are C(P(C(C)(C)C)C1N(C2C=CC=CC=2)C2C(C=1)=CC=CC=2)(C)(C)C.[NH2:25][C:26]1[C:31]([CH2:32][C:33]2[CH:38]=[CH:37][CH:36]=[CH:35][CH:34]=2)=[N:30][C:29](Br)=[C:28]([Cl:40])[N:27]=1.[CH:41]([C:43]1[CH:48]=[C:47]([O:49][CH3:50])[CH:46]=[CH:45][C:44]=1B(O)O)=[O:42].[F-].[K+]. The catalyst is C1COCC1.[CH2-]C=C.[CH2-]C=C.Cl[Pd+].Cl[Pd+].O. The product is [NH2:25][C:26]1[N:27]=[C:28]([Cl:40])[C:29]([C:44]2[CH:45]=[CH:46][C:47]([O:49][CH3:50])=[CH:48][C:43]=2[CH:41]=[O:42])=[N:30][C:31]=1[CH2:32][C:33]1[CH:38]=[CH:37][CH:36]=[CH:35][CH:34]=1. The yield is 0.769. (3) The reactants are [Br:1][C:2]1[CH:7]=[CH:6][N:5]=[C:4]([NH2:8])[CH:3]=1.N1C=CC=CC=1.[C:15](Cl)(=[O:18])[CH2:16][CH3:17].O. The catalyst is ClCCl. The product is [Br:1][C:2]1[CH:7]=[CH:6][N:5]=[C:4]([NH:8][C:15](=[O:18])[CH2:16][CH3:17])[CH:3]=1. The yield is 0.850. (4) The reactants are C(OC([N:8]1[CH2:12][CH2:11][CH2:10][CH:9]1[C:13]([O:15][CH2:16][CH2:17][CH2:18][C:19]1[CH:20]=[N:21][CH:22]=[CH:23][CH:24]=1)=[O:14])=O)(C)(C)C.C(=O)([O-])[O-].[K+].[K+]. The catalyst is C(Cl)Cl.FC(F)(F)C(O)=O. The product is [NH:8]1[CH2:12][CH2:11][CH2:10][CH:9]1[C:13]([O:15][CH2:16][CH2:17][CH2:18][C:19]1[CH:20]=[N:21][CH:22]=[CH:23][CH:24]=1)=[O:14]. The yield is 0.770. (5) The yield is 0.840. The reactants are [CH3:1][O:2][C:3]1[CH:4]=[C:5]2[C:10](=[CH:11][C:12]=1[O:13][CH3:14])[N:9]=[CH:8][CH:7]=[C:6]2[O:15][C:16]1[C:22]([CH3:23])=[CH:21][C:19]([NH2:20])=[C:18]([CH3:24])[CH:17]=1.Cl[C:26](Cl)([O:28][C:29](=[O:35])OC(Cl)(Cl)Cl)Cl.[CH2:37](O)[CH2:38][CH2:39][CH2:40][CH2:41][CH2:42][CH2:43][CH2:44][CH2:45][CH2:46][CH2:47][CH2:48][CH2:49][CH2:50][CH2:51][CH2:52][CH2:53]C.C(=O)(O)[O-].[Na+]. The catalyst is C(Cl)Cl.C(N(CC)CC)C.C1(C)C=CC=CC=1. The product is [CH3:1][O:2][C:3]1[CH:4]=[C:5]2[C:10](=[CH:11][C:12]=1[O:13][CH3:14])[N:9]=[CH:8][CH:7]=[C:6]2[O:15][C:16]1[C:22]([CH3:23])=[CH:21][C:19]([NH:20][C:29](=[O:35])[O:28][CH2:26][CH2:53][CH2:52][CH2:51][CH2:50][CH2:49][CH2:48][CH2:47][CH2:46][CH2:45][CH2:44][CH2:43][CH2:42][CH2:41][CH2:40][CH2:39][CH2:38][CH3:37])=[C:18]([CH3:24])[CH:17]=1. (6) The reactants are [CH3:1][O:2][C:3]1[CH:29]=[CH:28][C:6]([CH2:7][N:8]([C:23]2[S:27][N:26]=[CH:25][N:24]=2)[S:9]([C:12]2[CH:13]=[CH:14][C:15]3[NH:20][C:19](=O)[CH2:18][O:17][C:16]=3[CH:22]=2)(=[O:11])=[O:10])=[CH:5][CH:4]=1. The catalyst is C1COCC1. The product is [CH3:1][O:2][C:3]1[CH:4]=[CH:5][C:6]([CH2:7][N:8]([C:23]2[S:27][N:26]=[CH:25][N:24]=2)[S:9]([C:12]2[CH:13]=[CH:14][C:15]3[NH:20][CH2:19][CH2:18][O:17][C:16]=3[CH:22]=2)(=[O:11])=[O:10])=[CH:28][CH:29]=1. The yield is 0.850. (7) The reactants are [CH2:1]([O:3][C:4](=[O:39])[C:5]1[CH:10]=[CH:9][C:8]([NH:11][C:12](=[O:38])[CH:13]([N:20]2[C:24]3[CH:25]=[C:26]([F:30])[C:27]([F:29])=[CH:28][C:23]=3[N:22]=[C:21]2[C:31]2[CH:36]=[CH:35][C:34]([Cl:37])=[CH:33][CH:32]=2)[CH:14]2[CH2:19][CH2:18][CH2:17][CH2:16][CH2:15]2)=[CH:7][CH:6]=1)C.ClC1C=CC(C2N(C(C3CCCCC3)C(NC[C@H]3CC[C@H](C(O)=O)CC3)=O)C3C=CC(F)=CC=3N=2)=CC=1.COC(=O)C1C=CC(N)=C([O:87][C:88]([F:91])([F:90])[F:89])C=1. The catalyst is N1C=CC=CC=1. The product is [CH3:1][O:3][C:4](=[O:39])[C:5]1[CH:6]=[CH:7][C:8]([NH:11][C:12](=[O:38])[CH:13]([N:20]2[C:24]3[CH:25]=[C:26]([F:30])[C:27]([F:29])=[CH:28][C:23]=3[N:22]=[C:21]2[C:31]2[CH:36]=[CH:35][C:34]([Cl:37])=[CH:33][CH:32]=2)[CH:14]2[CH2:19][CH2:18][CH2:17][CH2:16][CH2:15]2)=[C:9]([O:87][C:88]([F:91])([F:90])[F:89])[CH:10]=1. The yield is 0.850.